This data is from Forward reaction prediction with 1.9M reactions from USPTO patents (1976-2016). The task is: Predict the product of the given reaction. Given the reactants [CH3:1][O:2][C:3]([CH:5]1[CH2:7][N:6]1[S:8]([CH:11]([CH3:13])[CH3:12])(=[O:10])=[O:9])=[O:4].[I-].[Na+].[Cl:16][C:17]1[CH:22]=[CH:21][CH:20]=[CH:19][C:18]=1[N:23]=[C:24]=[O:25], predict the reaction product. The product is: [CH3:1][O:2][C:3]([CH:5]1[CH2:7][N:6]([S:8]([CH:11]([CH3:12])[CH3:13])(=[O:9])=[O:10])[C:24](=[O:25])[N:23]1[C:18]1[CH:19]=[CH:20][CH:21]=[CH:22][C:17]=1[Cl:16])=[O:4].